Task: Predict the reaction yield, written as a fraction of the theoretical maximum amount of product (1.0 means a 100% yield; for example, 0.34 means a 34% yield).. Dataset: Reaction yield outcomes from USPTO patents with 853,638 reactions (1) The reactants are [C:1]([O:9]CC)(=O)[CH2:2][C:3]([O:5][CH2:6][CH3:7])=[O:4].[H-].[Na+].[H][H].[F:16][C:17]1[CH:29]=[CH:28][C:20]2[N:21](C)[C:22](=O)[O:23][C:24](=O)[C:19]=2[CH:18]=1.Cl. The catalyst is CC(N(C)C)=O. The product is [CH2:6]([O:5][C:3]([C:2]1[C:1](=[O:9])[N:21]([CH3:22])[C:20]2[C:19]([C:24]=1[OH:23])=[CH:18][C:17]([F:16])=[CH:29][CH:28]=2)=[O:4])[CH3:7]. The yield is 0.530. (2) The reactants are [Cl:1][C:2]1[S:3][C:4]([Cl:11])=[CH:5][C:6]=1[S:7]([Cl:10])(=[O:9])=[O:8].[S][Cl:13].O. The catalyst is S(Cl)(Cl)(=O)=O.[Cl-].[Cl-].[Cl-].[Al+3]. The product is [Cl:1][C:2]1[S:3][C:4]([Cl:11])=[C:5]([Cl:13])[C:6]=1[S:7]([Cl:10])(=[O:8])=[O:9]. The yield is 0.330.